Dataset: Forward reaction prediction with 1.9M reactions from USPTO patents (1976-2016). Task: Predict the product of the given reaction. (1) Given the reactants [NH2:1][C:2]1[CH:22]=[CH:21][C:5]([O:6][C:7]2[C:12]([C:13]3[CH:18]=[CH:17][N:16]=[C:15]([NH:19][CH3:20])[N:14]=3)=[CH:11][CH:10]=[CH:9][N:8]=2)=[CH:4][CH:3]=1.[Cl:23][C:24]1[C:33]2[C:28](=[C:29]([F:35])[CH:30]=[CH:31][C:32]=2[F:34])[C:27](Cl)=[N:26][N:25]=1.CC(O)(C)C, predict the reaction product. The product is: [Cl:23][C:24]1[C:33]2[C:28](=[C:29]([F:35])[CH:30]=[CH:31][C:32]=2[F:34])[C:27]([NH:1][C:2]2[CH:22]=[CH:21][C:5]([O:6][C:7]3[C:12]([C:13]4[CH:18]=[CH:17][N:16]=[C:15]([NH:19][CH3:20])[N:14]=4)=[CH:11][CH:10]=[CH:9][N:8]=3)=[CH:4][CH:3]=2)=[N:26][N:25]=1. (2) The product is: [C:1]([O:5][C:6](=[O:26])[NH:7][C:8]12[CH2:15][CH:14]3[CH2:16][C:10]([CH2:17][OH:18])([CH2:11][CH:12]1[CH2:13]3)[CH2:9]2)([CH3:4])([CH3:2])[CH3:3]. Given the reactants [C:1]([O:5][C:6](=[O:26])[NH:7][C:8]12[CH2:15][CH:14]3[CH2:16][C:10]([CH2:17][O:18]CC4C=CC=CC=4)([CH2:11][CH:12]1[CH2:13]3)[CH2:9]2)([CH3:4])([CH3:3])[CH3:2], predict the reaction product. (3) Given the reactants Cl[C:2]1[C:3](=[O:25])[N:4]([CH2:17][CH2:18][C:19]2[CH:24]=[CH:23][CH:22]=[CH:21][CH:20]=2)[C:5]([C:9]2[CH:14]=[CH:13][CH:12]=[CH:11][C:10]=2[O:15][CH3:16])=[N:6][C:7]=1[CH3:8].[F-].[Cs+].C([Sn](CCCC)(CCCC)[C:33]1[S:34][CH:35]=[CH:36][CH:37]=1)CCC, predict the reaction product. The product is: [CH3:8][C:7]1[N:6]=[C:5]([C:9]2[CH:14]=[CH:13][CH:12]=[CH:11][C:10]=2[O:15][CH3:16])[N:4]([CH2:17][CH2:18][C:19]2[CH:24]=[CH:23][CH:22]=[CH:21][CH:20]=2)[C:3](=[O:25])[C:2]=1[C:33]1[S:34][CH:35]=[CH:36][CH:37]=1. (4) Given the reactants [Br:1][C:2]1[C:6]([N+:7]([O-:9])=[O:8])=[C:5]([Br:10])[NH:4][N:3]=1.[H-].[Na+].Br[CH2:14][CH:15]([OH:17])[CH3:16], predict the reaction product. The product is: [Br:1][C:2]1[C:6]([N+:7]([O-:9])=[O:8])=[C:5]([Br:10])[N:4]([CH2:14][CH:15]([OH:17])[CH3:16])[N:3]=1. (5) Given the reactants [O:1]1[CH2:6][CH2:5][CH2:4][CH2:3][CH:2]1[O:7][CH2:8][CH2:9][CH2:10][CH2:11][CH2:12][OH:13].[H-].[Na+].[Br:16][CH2:17][CH2:18][CH2:19][CH2:20][CH2:21]Br.O, predict the reaction product. The product is: [Br:16][CH2:17][CH2:18][CH2:19][CH2:20][CH2:21][O:13][CH2:12][CH2:11][CH2:10][CH2:9][CH2:8][O:7][CH:2]1[CH2:3][CH2:4][CH2:5][CH2:6][O:1]1. (6) Given the reactants [CH2:1]([C:6]12[CH2:13][CH2:12][C:9]([C:14]([NH:16][NH2:17])=O)([CH2:10][CH2:11]1)[CH2:8][CH2:7]2)[CH2:2][CH2:3][CH2:4][CH3:5].CO[C:20]1[CH2:21][CH2:22][CH2:23][CH2:24][CH2:25][CH2:26][N:27]=1, predict the reaction product. The product is: [CH2:1]([C:6]12[CH2:13][CH2:12][C:9]([C:14]3[N:27]4[CH2:26][CH2:25][CH2:24][CH2:23][CH2:22][CH2:21][C:20]4=[N:17][N:16]=3)([CH2:10][CH2:11]1)[CH2:8][CH2:7]2)[CH2:2][CH2:3][CH2:4][CH3:5]. (7) Given the reactants [Br:1][C:2]1[CH:3]=[N:4][C:5]([N:8]([CH2:10][C@H:11]2[CH2:16][CH2:15][C@H:14]([C:17]#[C:18][CH2:19]OS(C)(=O)=O)[CH2:13][CH2:12]2)[CH3:9])=[N:6][CH:7]=1.[Na+].[I-].[CH3:27][NH:28][CH3:29], predict the reaction product. The product is: [Br:1][C:2]1[CH:3]=[N:4][C:5]([N:8]([CH2:10][C@H:11]2[CH2:16][CH2:15][C@H:14]([C:17]#[C:18][CH2:19][N:28]([CH3:29])[CH3:27])[CH2:13][CH2:12]2)[CH3:9])=[N:6][CH:7]=1.